Dataset: Cav3 T-type calcium channel HTS with 100,875 compounds. Task: Binary Classification. Given a drug SMILES string, predict its activity (active/inactive) in a high-throughput screening assay against a specified biological target. (1) The result is 0 (inactive). The molecule is O=C(NC(CC)c1ccccc1)c1c([N+]([O-])=O)cc([N+]([O-])=O)cc1. (2) The molecule is s1c2nc(ccc2c(N)c1C(=O)Nc1scc(n1)C)c1sccc1. The result is 1 (active). (3) The compound is s1cc(C(N(c2c(c(ccc2)C)C)C(=O)Cn2nnc3c2cccc3)C(=O)NC(C)(C)C)cc1. The result is 0 (inactive). (4) The molecule is OC(=O)c1c(c(nc2c1cccc2)CCCC)C. The result is 0 (inactive). (5) The compound is s1c2c(nc1NC(=O)c1ccc(N3C(=O)CCC3=O)cc1)c(ccc2C)C. The result is 0 (inactive). (6) The drug is O1C(CCC1)C(=O)Nc1cc2c(cc1)C(=O)NC2=O. The result is 0 (inactive). (7) The result is 0 (inactive). The molecule is O(CC(=O)Nc1c(N2CCCCC2)cccc1)c1cc(ccc1)C.